Dataset: Catalyst prediction with 721,799 reactions and 888 catalyst types from USPTO. Task: Predict which catalyst facilitates the given reaction. (1) Reactant: [CH:1]1([OH:5])[CH2:4][CH2:3][CH2:2]1.CN(C)C1C=CC=CC=1.ClC(Cl)(O[C:19](=[O:25])[O:20]C(Cl)(Cl)Cl)Cl.O[N:28]1[C:32](=[O:33])[CH2:31][CH2:30][C:29]1=[O:34]. Product: [C:19](=[O:25])([O:20][N:28]1[C:32](=[O:33])[CH2:31][CH2:30][C:29]1=[O:34])[O:5][CH:1]1[CH2:4][CH2:3][CH2:2]1. The catalyst class is: 677. (2) Reactant: COC1C=CC(C[N:8]2[C:14](=[O:15])[C:13]3[CH:16]=[CH:17][C:18]([C:20]([CH3:24])([CH3:23])[CH:21]=[O:22])=[CH:19][C:12]=3[O:11][CH2:10][CH2:9]2)=CC=1.C(O)(C(F)(F)F)=O.CCOC(C)=O. Product: [CH3:24][C:20]([C:18]1[CH:17]=[CH:16][C:13]2[C:14](=[O:15])[NH:8][CH2:9][CH2:10][O:11][C:12]=2[CH:19]=1)([CH3:23])[CH:21]=[O:22]. The catalyst class is: 81. (3) Reactant: [Cl:1][C:2]1[CH:3]=[CH:4][C:5]2[O:10][CH:9]([C:11]([F:14])([F:13])[F:12])[C:8]([C:15]([OH:17])=[O:16])=[CH:7][C:6]=2[CH:18]=1.C[C@H](N)C1C=CC=CC=1.CCCCCCC. Product: [Cl:1][C:2]1[CH:3]=[CH:4][C:5]2[O:10][C@H:9]([C:11]([F:13])([F:12])[F:14])[C:8]([C:15]([OH:17])=[O:16])=[CH:7][C:6]=2[CH:18]=1. The catalyst class is: 310. (4) Reactant: ClB(Cl)Cl.[F:5][C:6]1[CH:11]=[CH:10][C:9]([C:12]2[O:13][C:14]3[CH:24]=[C:23]([CH2:25][C:26]([O:28][CH3:29])=[O:27])[C:22]([O:30]C(C)C)=[CH:21][C:15]=3[C:16]=2[C:17](=[O:20])[NH:18][CH3:19])=[CH:8][CH:7]=1. Product: [F:5][C:6]1[CH:7]=[CH:8][C:9]([C:12]2[O:13][C:14]3[CH:24]=[C:23]([CH2:25][C:26]([O:28][CH3:29])=[O:27])[C:22]([OH:30])=[CH:21][C:15]=3[C:16]=2[C:17](=[O:20])[NH:18][CH3:19])=[CH:10][CH:11]=1. The catalyst class is: 2. (5) Reactant: [CH3:1][O:2][C:3]1[CH:4]=[C:5]([CH:9]=[C:10]([N+:14]([O-:16])=[O:15])[C:11]=1[O:12][CH3:13])[C:6](O)=[O:7].C(Cl)(=O)C([Cl:20])=O. Product: [CH3:1][O:2][C:3]1[CH:4]=[C:5]([CH:9]=[C:10]([N+:14]([O-:16])=[O:15])[C:11]=1[O:12][CH3:13])[C:6]([Cl:20])=[O:7]. The catalyst class is: 120. (6) Reactant: [CH3:1][C:2]1[CH:7]=[C:6]([C:8]2[C:12]3[CH:13]=[N:14][C:15]([NH2:17])=[CH:16][C:11]=3[N:10](C(C3C=CC=CC=3)(C3C=CC=CC=3)C3C=CC=CC=3)[N:9]=2)[CH:5]=[CH:4][N:3]=1.[N:37]([CH2:40][C:41]1[CH:46]=[CH:45][CH:44]=[CH:43][CH:42]=1)=[C:38]=[S:39].[C:47]([OH:53])([C:49]([F:52])([F:51])[F:50])=[O:48].C([SiH](CC)CC)C. Product: [F:50][C:49]([F:52])([F:51])[C:47]([O-:53])=[O:48].[CH2:40]([NH:37][C:38]([NH:17][C:15]1[NH+:14]=[CH:13][C:12]2[C:8]([C:6]3[CH:5]=[CH:4][N:3]=[C:2]([CH3:1])[CH:7]=3)=[N:9][NH:10][C:11]=2[CH:16]=1)=[S:39])[C:41]1[CH:46]=[CH:45][CH:44]=[CH:43][CH:42]=1. The catalyst class is: 11. (7) Product: [CH:1]1([N:7]2[CH2:13][C:12]([F:15])([F:14])[C:11](=[O:16])[N:10]([CH3:17])[C:9]3[CH:18]=[N:19][C:20]([NH:22][C:23]4[CH:24]=[CH:25][C:26]([C:27]([NH2:34])=[O:28])=[CH:30][CH:31]=4)=[N:21][C:8]2=3)[CH2:2][CH2:3][CH2:4][CH2:5][CH2:6]1. Reactant: [CH:1]1([N:7]2[CH2:13][C:12]([F:15])([F:14])[C:11](=[O:16])[N:10]([CH3:17])[C:9]3[CH:18]=[N:19][C:20]([NH:22][C:23]4[CH:31]=[CH:30][C:26]([C:27](O)=[O:28])=[CH:25][CH:24]=4)=[N:21][C:8]2=3)[CH2:6][CH2:5][CH2:4][CH2:3][CH2:2]1.C([N:34](CC)CC)C.F[P-](F)(F)(F)(F)F.CN(C(N(C)C)=[N+]1C2C(=NC=CC=2)[N+]([O-])=N1)C.[Cl-].[NH4+]. The catalyst class is: 434. (8) Reactant: [Cl:1][C:2]1[CH:25]=[CH:24][C:5]([O:6][C:7]([F:23])([F:22])[C:8]([C:14]2[CH:20]=[CH:19][C:17]([NH2:18])=[C:16]([CH3:21])[CH:15]=2)(F)[C:9]([F:12])([F:11])[F:10])=[CH:4][CH:3]=1.[OH-:26].[K+]. Product: [NH2:18][C:17]1[CH:19]=[CH:20][C:14]([C:8]([C:9]([F:12])([F:11])[F:10])([OH:26])[C:7]([O:6][C:5]2[CH:24]=[CH:25][C:2]([Cl:1])=[CH:3][CH:4]=2)([F:23])[F:22])=[CH:15][C:16]=1[CH3:21]. The catalyst class is: 12. (9) Reactant: [CH2:1]([C:3]1[N:11]([CH:12]([CH2:16][CH2:17][CH3:18])[CH2:13][CH2:14][CH3:15])[C:10]2[C:9](=[O:19])[N:8]([CH3:20])[C:7](=[O:21])[N:6](CC3C=CC(OC)=CC=3)[C:5]=2[N:4]=1)[CH3:2]. Product: [CH2:1]([C:3]1[N:11]([CH:12]([CH2:16][CH2:17][CH3:18])[CH2:13][CH2:14][CH3:15])[C:10]2[C:9](=[O:19])[N:8]([CH3:20])[C:7](=[O:21])[NH:6][C:5]=2[N:4]=1)[CH3:2]. The catalyst class is: 55.